This data is from Forward reaction prediction with 1.9M reactions from USPTO patents (1976-2016). The task is: Predict the product of the given reaction. (1) Given the reactants [C:1]1([NH2:8])[CH:6]=[CH:5][CH:4]=[CH:3][C:2]=1[NH2:7].[SH:9][CH2:10][C:11](O)=O.[OH-].[Na+], predict the reaction product. The product is: [NH:7]1[C:2]2[CH:3]=[CH:4][CH:5]=[CH:6][C:1]=2[N:8]=[C:11]1[CH2:10][SH:9]. (2) Given the reactants [N+:1]([C:4]1[CH:5]=[CH:6][C:7](OC2C=C3C(=CC=2)OC(C2C=CC=CC=2)CC3)=[N:8][CH:9]=1)([O-:3])=[O:2].[CH3:27][O:28][C:29]1[CH:30]=[C:31]([CH:35]2[CH2:44][CH:43]([OH:45])[C:42]3[C:37](=[CH:38][CH:39]=[C:40]([OH:46])[CH:41]=3)[O:36]2)[CH:32]=[CH:33][CH:34]=1, predict the reaction product. The product is: [CH3:27][O:28][C:29]1[CH:30]=[C:31]([CH:35]2[CH2:44][CH:43]([OH:45])[C:42]3[C:37](=[CH:38][CH:39]=[C:40]([O:46][C:7]4[CH:6]=[CH:5][C:4]([N+:1]([O-:3])=[O:2])=[CH:9][N:8]=4)[CH:41]=3)[O:36]2)[CH:32]=[CH:33][CH:34]=1. (3) Given the reactants [NH2:1][C:2]1[N:6]=[C:5]([C:7]([O:9][CH3:10])=[O:8])[NH:4][N:3]=1.CCN(C(C)C)C(C)C.[Cl:20][C:21]1[C:22]([F:51])=[C:23]([C@@H:27]2[C@:31]([C:34]3[CH:39]=[CH:38][C:37]([Cl:40])=[CH:36][C:35]=3[F:41])([C:32]#[N:33])[C@H:30]([CH2:42][C:43]([CH3:46])([CH3:45])[CH3:44])[N:29]([CH3:47])[C@H:28]2[C:48](O)=[O:49])[CH:24]=[CH:25][CH:26]=1.CN(C(ON1N=NC2C=CC=NC1=2)=[N+](C)C)C.F[P-](F)(F)(F)(F)F, predict the reaction product. The product is: [CH3:10][O:9][C:7]([C:5]1[NH:4][N:3]=[C:2]([NH:1][C:48]([C@H:28]2[C@H:27]([C:23]3[CH:24]=[CH:25][CH:26]=[C:21]([Cl:20])[C:22]=3[F:51])[C@:31]([C:34]3[CH:39]=[CH:38][C:37]([Cl:40])=[CH:36][C:35]=3[F:41])([C:32]#[N:33])[C@H:30]([CH2:42][C:43]([CH3:45])([CH3:44])[CH3:46])[N:29]2[CH3:47])=[O:49])[N:6]=1)=[O:8]. (4) Given the reactants [C:1]([C:3]1[C:11]2[CH2:10][CH2:9][NH:8][CH2:7][C:6]=2[S:5][C:4]=1[NH:12][C:13](=[O:27])[CH:14]([C:21]1[CH:26]=[CH:25][CH:24]=[CH:23][CH:22]=1)[C:15]1[CH:20]=[CH:19][CH:18]=[CH:17][CH:16]=1)#[N:2].C=O.[C:30]([BH3-])#N.[Na+], predict the reaction product. The product is: [C:1]([C:3]1[C:11]2[CH2:10][CH2:9][N:8]([CH3:30])[CH2:7][C:6]=2[S:5][C:4]=1[NH:12][C:13](=[O:27])[CH:14]([C:21]1[CH:22]=[CH:23][CH:24]=[CH:25][CH:26]=1)[C:15]1[CH:20]=[CH:19][CH:18]=[CH:17][CH:16]=1)#[N:2]. (5) The product is: [Cl:1][C:2]1[N:7]=[C:6]2[CH:8]=[C:9]([C:11]([NH:21][NH:20][C:18](=[O:19])[C:17]3[CH:22]=[CH:23][C:24]([Cl:25])=[C:15]([Cl:14])[CH:16]=3)=[O:13])[NH:10][C:5]2=[CH:4][CH:3]=1. Given the reactants [Cl:1][C:2]1[N:7]=[C:6]2[CH:8]=[C:9]([C:11]([OH:13])=O)[NH:10][C:5]2=[CH:4][CH:3]=1.[Cl:14][C:15]1[CH:16]=[C:17]([CH:22]=[CH:23][C:24]=1[Cl:25])[C:18]([NH:20][NH2:21])=[O:19].CCN(C(C)C)C(C)C.C1C=CC2N(O)N=NC=2C=1.CCN=C=NCCCN(C)C, predict the reaction product.